From a dataset of Catalyst prediction with 721,799 reactions and 888 catalyst types from USPTO. Predict which catalyst facilitates the given reaction. (1) Reactant: Br[CH2:2][CH2:3][C:4]1[CH:17]=[CH:16][C:7]([O:8][Si:9]([C:12]([CH3:15])([CH3:14])[CH3:13])([CH3:11])[CH3:10])=[CH:6][CH:5]=1.[NH2:18][CH2:19][C@@H:20]([C:22]1[CH:33]=[CH:32][C:25]2[O:26][C:27]([CH3:31])([CH3:30])[O:28][CH2:29][C:24]=2[CH:23]=1)[OH:21].P([O-])([O-])([O-])=O. Product: [NH3:18].[Si:9]([O:8][C:7]1[CH:16]=[CH:17][C:4]([CH2:3][CH2:2][NH:18][CH2:19][C@@H:20]([C:22]2[CH:33]=[CH:32][C:25]3[O:26][C:27]([CH3:30])([CH3:31])[O:28][CH2:29][C:24]=3[CH:23]=2)[OH:21])=[CH:5][CH:6]=1)([C:12]([CH3:15])([CH3:14])[CH3:13])([CH3:11])[CH3:10]. The catalyst class is: 3. (2) Reactant: C([O:8][C:9]1[CH:14]=[CH:13][CH:12]=[CH:11][C:10]=1[C:15]1[C:19]([CH3:20])=[CH:18][N:17]([CH:21]([O:36][CH2:37][CH3:38])[C:22]([NH:24][CH2:25][C:26]2[CH:31]=[CH:30][C:29]([C:32](=[NH:35])[NH:33]O)=[CH:28][CH:27]=2)=[O:23])[N:16]=1)C1C=CC=CC=1.C([OH:41])C. Product: [C:37]([OH:41])(=[O:36])[CH3:38].[C:32]([C:29]1[CH:28]=[CH:27][C:26]([CH2:25][NH:24][C:22](=[O:23])[CH:21]([O:36][CH2:37][CH3:38])[N:17]2[CH:18]=[C:19]([CH3:20])[C:15]([C:10]3[CH:11]=[CH:12][CH:13]=[CH:14][C:9]=3[OH:8])=[N:16]2)=[CH:31][CH:30]=1)(=[NH:33])[NH2:35]. The catalyst class is: 285.